Dataset: Peptide-MHC class I binding affinity with 185,985 pairs from IEDB/IMGT. Task: Regression. Given a peptide amino acid sequence and an MHC pseudo amino acid sequence, predict their binding affinity value. This is MHC class I binding data. (1) The peptide sequence is DPHGPVQLSYYD. The MHC is HLA-A23:01 with pseudo-sequence HLA-A23:01. The binding affinity (normalized) is 0. (2) The peptide sequence is IRHVYHNLK. The MHC is HLA-A01:01 with pseudo-sequence HLA-A01:01. The binding affinity (normalized) is 0.0847. (3) The peptide sequence is FYPKVTKYL. The MHC is Patr-A0701 with pseudo-sequence Patr-A0701. The binding affinity (normalized) is 0.263. (4) The binding affinity (normalized) is 0.0847. The peptide sequence is EYYFRNEVF. The MHC is HLA-B57:01 with pseudo-sequence HLA-B57:01. (5) The peptide sequence is PYDCKELRL. The MHC is HLA-A24:02 with pseudo-sequence HLA-A24:02. The binding affinity (normalized) is 0.127.